Task: Regression. Given a peptide amino acid sequence and an MHC pseudo amino acid sequence, predict their binding affinity value. This is MHC class II binding data.. Dataset: Peptide-MHC class II binding affinity with 134,281 pairs from IEDB (1) The peptide sequence is DSGKVIPEWCCRSCT. The MHC is DRB4_0103 with pseudo-sequence DRB4_0103. The binding affinity (normalized) is 0. (2) The MHC is DRB1_0401 with pseudo-sequence DRB1_0401. The binding affinity (normalized) is 0. The peptide sequence is GAKRIPVDVSEGDIV. (3) The peptide sequence is EKKYFAATQFEPLAY. The MHC is DRB1_1001 with pseudo-sequence DRB1_1001. The binding affinity (normalized) is 0.578. (4) The peptide sequence is DFREFSRAKGLNQEI. The MHC is DRB1_0101 with pseudo-sequence DRB1_0101. The binding affinity (normalized) is 0.551. (5) The peptide sequence is AEMKTDAATLAQEAG. The MHC is HLA-DQA10401-DQB10402 with pseudo-sequence HLA-DQA10401-DQB10402. The binding affinity (normalized) is 0.586. (6) The peptide sequence is AAGVAAWSLIALMIP. The MHC is HLA-DPA10103-DPB10401 with pseudo-sequence HLA-DPA10103-DPB10401. The binding affinity (normalized) is 0.435. (7) The peptide sequence is SRGNRAFIAINLQKN. The MHC is HLA-DQA10401-DQB10402 with pseudo-sequence HLA-DQA10401-DQB10402. The binding affinity (normalized) is 0.554.